From a dataset of Forward reaction prediction with 1.9M reactions from USPTO patents (1976-2016). Predict the product of the given reaction. (1) Given the reactants [Mg].Br[C:3]1[S:4][CH:5]=[CH:6][C:7]=1[CH3:8].II.[Cl:11][C:12]1[CH:13]=[C:14]2[C:18](=[CH:19][CH:20]=1)[NH:17][C:16](=[O:21])[C:15]2=[O:22].[Cl-].[NH4+], predict the reaction product. The product is: [Cl:11][C:12]1[CH:13]=[C:14]2[C:18](=[CH:19][CH:20]=1)[NH:17][C:16](=[O:21])[C:15]2([OH:22])[C:3]1[S:4][CH:5]=[CH:6][C:7]=1[CH3:8]. (2) Given the reactants Cl.C(O[C:7](=O)[N:8]([CH2:10][CH2:11][NH:12][CH2:13][C:14]1[CH:19]=[CH:18][C:17]([C:20]2[CH:25]=[CH:24][CH:23]=[C:22]([N:26]3[C:31]4[N:32]=[CH:33][C:34]([F:36])=[CH:35][C:30]=4[C:29](=[O:37])[N:28]([C@H:38]4[CH2:43][CH2:42][C@@H:41]([NH:44][C:45]([C:47]5[N:48]=[C:49]6[CH:54]=[CH:53][C:52]([F:55])=[CH:51][N:50]6[CH:56]=5)=[O:46])[CH2:40][CH2:39]4)[C:27]3=[O:57])[CH:21]=2)=[CH:16][CH:15]=1)C)(C)(C)C.C(O)(=O)C, predict the reaction product. The product is: [F:55][C:52]1[CH:53]=[CH:54][C:49]2[N:50]([CH:56]=[C:47]([C:45]([NH:44][C@H:41]3[CH2:40][CH2:39][C@@H:38]([N:28]4[C:29](=[O:37])[C:30]5[CH:35]=[C:34]([F:36])[CH:33]=[N:32][C:31]=5[N:26]([C:22]5[CH:21]=[C:20]([C:17]6[CH:16]=[CH:15][C:14]([CH2:13][NH:12][CH2:11][CH2:10][NH:8][CH3:7])=[CH:19][CH:18]=6)[CH:25]=[CH:24][CH:23]=5)[C:27]4=[O:57])[CH2:43][CH2:42]3)=[O:46])[N:48]=2)[CH:51]=1.